Dataset: Full USPTO retrosynthesis dataset with 1.9M reactions from patents (1976-2016). Task: Predict the reactants needed to synthesize the given product. (1) Given the product [Cl:1][C:2]1[C:3]([NH:13][C:14]2[CH:19]=[N:18][CH:17]=[C:16]([C:20]3[CH:25]=[CH:24][C:23]([OH:26])=[CH:22][CH:21]=3)[N:15]=2)=[CH:4][C:5]([O:11][CH3:12])=[C:6]([CH:10]=1)[C:7]([NH:35][CH2:28][CH2:27][N:29]([CH2:32][CH3:33])[CH2:30][CH3:31])=[O:9], predict the reactants needed to synthesize it. The reactants are: [Cl:1][C:2]1[C:3]([NH:13][C:14]2[CH:19]=[N:18][CH:17]=[C:16]([C:20]3[CH:25]=[CH:24][C:23]([OH:26])=[CH:22][CH:21]=3)[N:15]=2)=[CH:4][C:5]([O:11][CH3:12])=[C:6]([CH:10]=1)[C:7]([OH:9])=O.[CH2:27]([N:29]([CH2:32][CH3:33])[CH2:30][CH3:31])[CH3:28].C[N:35](C(ON1N=NC2C=CC=CC1=2)=[N+](C)C)C.[B-](F)(F)(F)F. (2) Given the product [Br:1][C:2]1[CH:3]=[C:4]2[C:14](=[CH:15][CH:16]=1)[O:13][C:7]1[CH:8]=[N:9][C:10]([Cl:12])=[CH:11][C:6]=1[C@@:5]2([CH2:31][C:30]([O:29][C:25]([CH3:28])([CH3:27])[CH3:26])=[O:33])[NH:17][S@:18]([C:20]([CH3:23])([CH3:22])[CH3:21])=[O:19].[Br:1][C:2]1[CH:3]=[C:4]2[C:14](=[CH:15][CH:16]=1)[O:13][C:7]1[CH:8]=[N:9][C:10]([Cl:12])=[CH:11][C:6]=1[C@:5]2([CH2:31][C:30]([O:29][C:25]([CH3:28])([CH3:27])[CH3:26])=[O:33])[NH:17][S@:18]([C:20]([CH3:23])([CH3:22])[CH3:21])=[O:19], predict the reactants needed to synthesize it. The reactants are: [Br:1][C:2]1[CH:3]=[C:4]2[C:14](=[CH:15][CH:16]=1)[O:13][C:7]1[CH:8]=[N:9][C:10]([Cl:12])=[CH:11][C:6]=1/[C:5]/2=[N:17]\[S@:18]([C:20]([CH3:23])([CH3:22])[CH3:21])=[O:19].[Cl-].[C:25]([O:29][C:30](=[O:33])[CH2:31][Zn+])([CH3:28])([CH3:27])[CH3:26].[NH4+].[Cl-]. (3) Given the product [Cl:1][C:2]1[N:3]=[C:4]([NH:20][C:16]2[CH:17]=[CH:18][CH:19]=[C:14]([C:13]([F:12])([F:21])[F:22])[CH:15]=2)[C:5]2[N:10]=[CH:9][S:8][C:6]=2[N:7]=1, predict the reactants needed to synthesize it. The reactants are: [Cl:1][C:2]1[N:3]=[C:4](Cl)[C:5]2[N:10]=[CH:9][S:8][C:6]=2[N:7]=1.[F:12][C:13]([F:22])([F:21])[C:14]1[CH:15]=[C:16]([NH2:20])[CH:17]=[CH:18][CH:19]=1.CCN(C(C)C)C(C)C.O. (4) Given the product [F:1][C:2]1[CH:3]=[C:4]([C:11]2[N:15]3[N:16]=[CH:17][CH:18]=[CH:19][C:14]3=[N:13][C:12]=2[C:20]([OH:22])=[O:21])[CH:5]=[C:6]([F:10])[C:7]=1[O:8][CH3:9], predict the reactants needed to synthesize it. The reactants are: [F:1][C:2]1[CH:3]=[C:4]([C:11]2[N:15]3[N:16]=[CH:17][CH:18]=[CH:19][C:14]3=[N:13][C:12]=2[C:20]([O:22]CC)=[O:21])[CH:5]=[C:6]([F:10])[C:7]=1[O:8][CH3:9].[OH-].[Li+]. (5) Given the product [OH:7][CH2:6][C@@H:2]1[CH2:3][CH2:4][CH2:5][N:1]1[C:16]([C:15]1[N:11]([CH:8]([CH3:10])[CH3:9])[N:12]=[CH:13][CH:14]=1)=[O:17], predict the reactants needed to synthesize it. The reactants are: [NH:1]1[CH2:5][CH2:4][CH2:3][C@H:2]1[CH2:6][OH:7].[CH:8]([N:11]1[C:15]([C:16](O)=[O:17])=[CH:14][CH:13]=[N:12]1)([CH3:10])[CH3:9].CN(C(ON1N=NC2C=CC=NC1=2)=[N+](C)C)C.F[P-](F)(F)(F)(F)F. (6) Given the product [F:1][C:2]1[CH:7]=[CH:6][CH:5]=[CH:4][C:3]=1[C:8]1[CH:13]=[CH:12][CH:11]=[CH:10][C:9]=1[CH2:14][C:15]([NH2:19])=[O:17], predict the reactants needed to synthesize it. The reactants are: [F:1][C:2]1[CH:7]=[CH:6][CH:5]=[CH:4][C:3]=1[C:8]1[CH:13]=[CH:12][CH:11]=[CH:10][C:9]=1[CH2:14][C:15]([OH:17])=O.C[N:19](C=O)C.C(Cl)(=O)C(Cl)=O.N. (7) Given the product [C:1]1([C:7]2[C:8]([C:17]3[CH:18]=[CH:19][C:20]([CH2:21][N:25]4[CH2:26][CH2:27][CH:28]([N:31]5[C:35]6[CH:36]=[CH:37][CH:38]=[CH:39][C:34]=6[NH:33][C:32]5=[O:40])[CH2:29][CH2:30]4)=[CH:23][CH:24]=3)=[N:9][C:10]3[C:15]([CH:16]=2)=[CH:14][CH:13]=[CH:12][N:11]=3)[CH:6]=[CH:5][CH:4]=[CH:3][CH:2]=1, predict the reactants needed to synthesize it. The reactants are: [C:1]1([C:7]2[C:8]([C:17]3[CH:24]=[CH:23][C:20]([CH:21]=O)=[CH:19][CH:18]=3)=[N:9][C:10]3[C:15]([CH:16]=2)=[CH:14][CH:13]=[CH:12][N:11]=3)[CH:6]=[CH:5][CH:4]=[CH:3][CH:2]=1.[NH:25]1[CH2:30][CH2:29][CH:28]([N:31]2[C:35]3[CH:36]=[CH:37][CH:38]=[CH:39][C:34]=3[NH:33][C:32]2=[O:40])[CH2:27][CH2:26]1.CC(O)=O.[BH-](OC(C)=O)(OC(C)=O)OC(C)=O.[Na+].